This data is from TCR-epitope binding with 47,182 pairs between 192 epitopes and 23,139 TCRs. The task is: Binary Classification. Given a T-cell receptor sequence (or CDR3 region) and an epitope sequence, predict whether binding occurs between them. (1) The epitope is HSKKKCDEL. The TCR CDR3 sequence is CAMGTVNTGELFF. Result: 0 (the TCR does not bind to the epitope). (2) The epitope is CINGVCWTV. The TCR CDR3 sequence is CASSSLLLAEPYEQYF. Result: 0 (the TCR does not bind to the epitope). (3) The epitope is TFYLTNDVSFL. The TCR CDR3 sequence is CASSFYICSARASYEQYF. Result: 0 (the TCR does not bind to the epitope). (4) The epitope is LLWNGPMAV. The TCR CDR3 sequence is CSVADGPGDTQYF. Result: 0 (the TCR does not bind to the epitope).